From a dataset of NCI-60 drug combinations with 297,098 pairs across 59 cell lines. Regression. Given two drug SMILES strings and cell line genomic features, predict the synergy score measuring deviation from expected non-interaction effect. Drug 1: CCC1=CC2CC(C3=C(CN(C2)C1)C4=CC=CC=C4N3)(C5=C(C=C6C(=C5)C78CCN9C7C(C=CC9)(C(C(C8N6C)(C(=O)OC)O)OC(=O)C)CC)OC)C(=O)OC.C(C(C(=O)O)O)(C(=O)O)O. Drug 2: CN1C2=C(C=C(C=C2)N(CCCl)CCCl)N=C1CCCC(=O)O.Cl. Cell line: HCC-2998. Synergy scores: CSS=54.4, Synergy_ZIP=-1.22, Synergy_Bliss=0.386, Synergy_Loewe=-30.5, Synergy_HSA=-0.0220.